From a dataset of Full USPTO retrosynthesis dataset with 1.9M reactions from patents (1976-2016). Predict the reactants needed to synthesize the given product. (1) Given the product [Cl:1][C:2]1[CH:7]=[C:6]([CH2:8][CH2:9][NH:10][C:11]2[N:16]=[C:15]([C:17]3[CH:18]=[C:19]([CH:20]=[CH:21][CH:22]=3)[CH2:23][N:24]([CH:25]([CH3:26])[CH3:27])[C:29](=[O:36])[C:30]3[CH:35]=[CH:34][N:33]=[CH:32][CH:31]=3)[CH:14]=[CH:13][N:12]=2)[CH:5]=[CH:4][C:3]=1[OH:28], predict the reactants needed to synthesize it. The reactants are: [Cl:1][C:2]1[CH:7]=[C:6]([CH2:8][CH2:9][NH:10][C:11]2[N:16]=[C:15]([C:17]3[CH:22]=[CH:21][CH:20]=[C:19]([CH2:23][NH:24][CH:25]([CH3:27])[CH3:26])[CH:18]=3)[CH:14]=[CH:13][N:12]=2)[CH:5]=[CH:4][C:3]=1[OH:28].[C:29](O)(=[O:36])[C:30]1[CH:35]=[CH:34][N:33]=[CH:32][CH:31]=1. (2) Given the product [ClH:29].[ClH:29].[NH2:21][CH2:20][CH2:19][NH:8][CH2:9][C:10]([NH:12][CH2:13][CH2:14][CH2:15][C:16](=[O:18])[NH:50][C:48](=[O:49])[CH2:47][C:44]1[CH:45]=[CH:46][C:41]([CH2:40][CH2:39][CH2:38][CH2:37][C:31]2[CH:32]=[CH:33][CH:34]=[CH:35][CH:36]=2)=[CH:42][CH:43]=1)=[O:11], predict the reactants needed to synthesize it. The reactants are: C(OC([N:8]([CH2:19][CH2:20][NH:21]C(OC(C)(C)C)=O)[CH2:9][C:10]([NH:12][CH2:13][CH2:14][CH2:15][C:16]([OH:18])=O)=[O:11])=O)(C)(C)C.[ClH:29].Cl.[C:31]1([CH2:37][CH2:38][CH2:39][CH2:40][C:41]2[CH:46]=[CH:45][C:44]([CH2:47][C:48]([NH:50]OC(=O)CCC3CCNCC3)=[O:49])=[CH:43][CH:42]=2)[CH:36]=[CH:35][CH:34]=[CH:33][CH:32]=1. (3) The reactants are: [OH-].[Na+].C[O:4][C:5](=[O:35])[CH:6]([NH:24][C:25](=[O:34])[C:26]1[C:31]([Cl:32])=[CH:30][CH:29]=[CH:28][C:27]=1[Cl:33])[CH2:7]/[CH:8]=[CH:9]/[C:10]1[CH:15]=[CH:14][C:13]([C:16]2([O:22][CH3:23])[CH2:21][CH2:20][O:19][CH2:18][CH2:17]2)=[CH:12][CH:11]=1. Given the product [Cl:33][C:27]1[CH:28]=[CH:29][CH:30]=[C:31]([Cl:32])[C:26]=1[C:25]([NH:24][CH:6]([CH2:7]/[CH:8]=[CH:9]/[C:10]1[CH:15]=[CH:14][C:13]([C:16]2([O:22][CH3:23])[CH2:21][CH2:20][O:19][CH2:18][CH2:17]2)=[CH:12][CH:11]=1)[C:5]([OH:35])=[O:4])=[O:34], predict the reactants needed to synthesize it. (4) Given the product [NH2:8][C:9]1[S:13][C:12]([C:14]2[C:15]([Cl:21])=[CH:16][CH:17]=[CH:18][C:19]=2[Cl:20])=[N:11][C:10]=1[C:22]([NH:25][C:26]1[CH:27]=[N:28][CH:29]=[CH:30][C:31]=1[N:32]1[CH2:37][CH2:36][CH2:35][C@H:34]([NH2:38])[CH2:33]1)=[O:24], predict the reactants needed to synthesize it. The reactants are: C(OC([NH:8][C:9]1[S:13][C:12]([C:14]2[C:19]([Cl:20])=[CH:18][CH:17]=[CH:16][C:15]=2[Cl:21])=[N:11][C:10]=1[C:22]([OH:24])=O)=O)(C)(C)C.[NH2:25][C:26]1[CH:27]=[N:28][CH:29]=[CH:30][C:31]=1[N:32]1[CH2:37][CH2:36][CH2:35][C@H:34]([NH:38]C(=O)OC(C)(C)C)[CH2:33]1. (5) Given the product [CH3:41][O:40][CH2:39][CH2:38][CH2:37][C:30]1[C:29]2[C:33](=[CH:34][CH:35]=[C:27]([CH2:7][CH:8]([CH:24]([CH3:25])[CH3:26])[CH2:9][CH:10]3[CH2:14][O:13][C:12]([CH3:16])([CH3:15])[N:11]3[C:17]([O:19][C:20]([CH3:23])([CH3:22])[CH3:21])=[O:18])[CH:28]=2)[N:32]([CH3:36])[CH:31]=1, predict the reactants needed to synthesize it. The reactants are: COCC(O[CH:7]([C:27]1[CH:28]=[C:29]2[C:33](=[CH:34][CH:35]=1)[N:32]([CH3:36])[CH:31]=[C:30]2[CH2:37][CH2:38][CH2:39][O:40][CH3:41])[CH:8]([CH:24]([CH3:26])[CH3:25])[CH2:9][CH:10]1[CH2:14][O:13][C:12]([CH3:16])([CH3:15])[N:11]1[C:17]([O:19][C:20]([CH3:23])([CH3:22])[CH3:21])=[O:18])=O.C(CN)O.